This data is from Forward reaction prediction with 1.9M reactions from USPTO patents (1976-2016). The task is: Predict the product of the given reaction. (1) Given the reactants [C:1]1([CH3:11])[CH:6]=[CH:5][C:4]([S:7](Cl)(=[O:9])=[O:8])=[CH:3][CH:2]=1.[CH:12]1([CH2:17][OH:18])[CH2:16][CH2:15][CH2:14][CH2:13]1.[OH-].[K+], predict the reaction product. The product is: [CH3:11][C:1]1[CH:6]=[CH:5][C:4]([S:7]([O:18][CH2:17][CH:12]2[CH2:16][CH2:15][CH2:14][CH2:13]2)(=[O:9])=[O:8])=[CH:3][CH:2]=1. (2) Given the reactants Cl.[F:2][C:3]1[CH:4]=[C:5]([CH:9]([N:13]2[CH2:18][CH2:17][CH2:16][CH2:15][CH2:14]2)[C:10]([OH:12])=[O:11])[CH:6]=[CH:7][CH:8]=1.C1CCC(N=C=NC2CCCCC2)CC1.C1C=CC2N(O)N=NC=2C=1.[N:44]12[CH2:51][CH2:50][CH:47]([CH2:48][CH2:49]1)[C@@H:46](O)[CH2:45]2, predict the reaction product. The product is: [F:2][C:3]1[CH:4]=[C:5]([CH:9]([N:13]2[CH2:18][CH2:17][CH2:16][CH2:15][CH2:14]2)[C:10]([O:12][C@@H:46]2[CH:47]3[CH2:50][CH2:51][N:44]([CH2:49][CH2:48]3)[CH2:45]2)=[O:11])[CH:6]=[CH:7][CH:8]=1. (3) The product is: [CH2:26]([NH:28][C:2]1[N:11]=[C:10]([NH:12][CH2:13][C:14]2([C:20]3[CH:21]=[CH:22][CH:23]=[CH:24][CH:25]=3)[CH2:19][CH2:18][CH2:17][CH2:16][CH2:15]2)[C:9]2[C:4](=[CH:5][CH:6]=[CH:7][CH:8]=2)[N:3]=1)[CH3:27]. Given the reactants Cl[C:2]1[N:11]=[C:10]([NH:12][CH2:13][C:14]2([C:20]3[CH:25]=[CH:24][CH:23]=[CH:22][CH:21]=3)[CH2:19][CH2:18][CH2:17][CH2:16][CH2:15]2)[C:9]2[C:4](=[CH:5][CH:6]=[CH:7][CH:8]=2)[N:3]=1.[CH2:26]([NH2:28])[CH3:27], predict the reaction product.